Dataset: HIV replication inhibition screening data with 41,000+ compounds from the AIDS Antiviral Screen. Task: Binary Classification. Given a drug SMILES string, predict its activity (active/inactive) in a high-throughput screening assay against a specified biological target. (1) The drug is N#Cc1c(N)c(C(=O)Nc2ccccc2)n2c1CCC2. The result is 0 (inactive). (2) The compound is Cc1cc(C(C#N)=Cc2ccc(N(C)C)cc2)cc(C)c1[N+](=O)[O-]. The result is 0 (inactive). (3) The compound is Oc1nnc(O)c2c1[nH]c(=S)n2Cc1ccccc1. The result is 0 (inactive). (4) The compound is O=C1C(=Cc2cccc([N+](=O)[O-])c2)SC(=S)N1C1CC1. The result is 0 (inactive). (5) The molecule is c1ccc(-c2nnc(SSSSc3nnc(-c4ccccc4)o3)o2)cc1. The result is 0 (inactive).